Dataset: Reaction yield outcomes from USPTO patents with 853,638 reactions. Task: Predict the reaction yield, written as a fraction of the theoretical maximum amount of product (1.0 means a 100% yield; for example, 0.34 means a 34% yield). The yield is 0.570. The catalyst is O.Cl. The product is [O:9]=[C:8]1[O:10][C@@H:4]([C:5]([OH:7])=[O:6])[CH2:3][CH2:2]1. The reactants are N[C@@H:2]([C:8]([OH:10])=[O:9])[CH2:3][CH2:4][C:5]([OH:7])=[O:6].N([O-])=O.[Na+].